Dataset: Catalyst prediction with 721,799 reactions and 888 catalyst types from USPTO. Task: Predict which catalyst facilitates the given reaction. (1) Reactant: [Br:1][C:2]1[CH:7]=[C:6]([C:8]([F:17])([C:13]([F:16])([F:15])[F:14])[C:9]([F:12])([F:11])[F:10])[CH:5]=[C:4]([Cl:18])[C:3]=1[NH:19][C:20](=[O:31])[C:21]1[CH:26]=[CH:25][CH:24]=[C:23]([N+:27]([O-:29])=[O:28])[C:22]=1F.[C:32](=O)([O-])[O-:33].[K+].[K+]. Product: [Br:1][C:2]1[CH:7]=[C:6]([C:8]([F:17])([C:13]([F:15])([F:14])[F:16])[C:9]([F:10])([F:12])[F:11])[CH:5]=[C:4]([Cl:18])[C:3]=1[NH:19][C:20](=[O:31])[C:21]1[CH:26]=[CH:25][CH:24]=[C:23]([N+:27]([O-:29])=[O:28])[C:22]=1[O:33][CH3:32]. The catalyst class is: 5. (2) Reactant: [O:1]1[CH2:5][CH2:4][O:3][CH:2]1[C:6]1[C:11]([CH3:12])=[CH:10][C:9]([NH2:13])=[C:8]([CH3:14])[CH:7]=1.ClCCl.C(N(C(C)C)CC)(C)C.[C:27](Cl)(=[O:30])[CH:28]=[CH2:29]. Product: [O:1]1[CH2:5][CH2:4][O:3][CH:2]1[C:6]1[C:11]([CH3:12])=[CH:10][C:9]([NH:13][C:27](=[O:30])[CH:28]=[CH2:29])=[C:8]([CH3:14])[CH:7]=1. The catalyst class is: 6. (3) Reactant: [Br:1][C:2]1[CH:7]=[CH:6][C:5](I)=[CH:4][C:3]=1[F:9].C([Mg]Cl)(C)C.[C:15]([N:22]1[CH2:27][CH2:26][CH2:25][CH2:24][C:23]1=[O:28])([O:17][C:18]([CH3:21])([CH3:20])[CH3:19])=[O:16]. Product: [Br:1][C:2]1[CH:7]=[CH:6][C:5]([C:23](=[O:28])[CH2:24][CH2:25][CH2:26][CH2:27][NH:22][C:15](=[O:16])[O:17][C:18]([CH3:19])([CH3:20])[CH3:21])=[CH:4][C:3]=1[F:9]. The catalyst class is: 7.